This data is from Forward reaction prediction with 1.9M reactions from USPTO patents (1976-2016). The task is: Predict the product of the given reaction. (1) Given the reactants [Br:1][C:2]1[C:3]([O:15][CH2:16][O:17][CH3:18])=[CH:4][C:5]([O:10][CH2:11][CH:12]2[CH2:14][CH2:13]2)=[C:6]([CH2:8][OH:9])[CH:7]=1.N1C=CN=C1.[C:24]([Si:28](Cl)([C:35]1[CH:40]=[CH:39][CH:38]=[CH:37][CH:36]=1)[C:29]1[CH:34]=[CH:33][CH:32]=[CH:31][CH:30]=1)([CH3:27])([CH3:26])[CH3:25].O, predict the reaction product. The product is: [Br:1][C:2]1[C:3]([O:15][CH2:16][O:17][CH3:18])=[CH:4][C:5]([O:10][CH2:11][CH:12]2[CH2:14][CH2:13]2)=[C:6]([CH:7]=1)[CH2:8][O:9][Si:28]([C:24]([CH3:27])([CH3:26])[CH3:25])([C:35]1[CH:36]=[CH:37][CH:38]=[CH:39][CH:40]=1)[C:29]1[CH:34]=[CH:33][CH:32]=[CH:31][CH:30]=1. (2) Given the reactants [Br:1][C:2]1[CH:3]=[C:4]2[C:8](=[CH:9][CH:10]=1)[NH:7][C:6](=[O:11])[CH2:5]2.[N:12]1([CH2:17][CH2:18][CH2:19][NH:20][C:21]([C:23]2[NH:24][C:25]([CH:32]=O)=[C:26]3[C:31]=2[CH2:30][CH2:29][CH2:28][CH2:27]3)=[O:22])[CH2:16][CH2:15][CH2:14][CH2:13]1, predict the reaction product. The product is: [N:12]1([CH2:17][CH2:18][CH2:19][NH:20][C:21]([C:23]2[NH:24][C:25]([CH:32]=[C:5]3[C:4]4[C:8](=[CH:9][CH:10]=[C:2]([Br:1])[CH:3]=4)[NH:7][C:6]3=[O:11])=[C:26]3[C:31]=2[CH2:30][CH2:29][CH2:28][CH2:27]3)=[O:22])[CH2:16][CH2:15][CH2:14][CH2:13]1. (3) Given the reactants Br[CH:2]1[C:15]2[C:10](=[CH:11][CH:12]=[CH:13][C:14]=2[Cl:16])[C:9](=[O:17])[C:8]2[C:7]([Cl:18])=[CH:6][CH:5]=[CH:4][C:3]1=2.C(=O)([O-])[O-].[Ca+2].[CH2:24]([OH:28])[CH:25]([CH3:27])[CH3:26].O, predict the reaction product. The product is: [CH2:24]([O:28][CH:2]1[C:15]2[C:10](=[CH:11][CH:12]=[CH:13][C:14]=2[Cl:16])[C:9](=[O:17])[C:8]2[C:7]([Cl:18])=[CH:6][CH:5]=[CH:4][C:3]1=2)[CH:25]([CH3:27])[CH3:26]. (4) Given the reactants C([O:3][C:4]([C:6]1[NH:7][C:8]2[C:13]([CH:14]=1)=[CH:12][C:11]([C:15]1[CH:20]=[CH:19][C:18]([O:21][CH:22]([CH3:24])[CH3:23])=[CH:17][CH:16]=1)=[CH:10][CH:9]=2)=[O:5])C.I[C:26]1[CH:31]=[CH:30][CH:29]=[CH:28][CH:27]=1, predict the reaction product. The product is: [CH:22]([O:21][C:18]1[CH:17]=[CH:16][C:15]([C:11]2[CH:12]=[C:13]3[C:8](=[CH:9][CH:10]=2)[N:7]([C:26]2[CH:31]=[CH:30][CH:29]=[CH:28][CH:27]=2)[C:6]([C:4]([OH:3])=[O:5])=[CH:14]3)=[CH:20][CH:19]=1)([CH3:23])[CH3:24]. (5) The product is: [NH2:38][C:24]1[N:25]=[C:26]([C:28]2[CH:37]=[C:36]3[C:31]([CH2:32][CH2:33][N:34]([C:10]([NH:9][C:3]4([CH3:2])[CH2:8][CH2:7][CH2:6][CH2:5][CH2:4]4)=[O:11])[CH2:35]3)=[CH:30][CH:29]=2)[CH:27]=[C:22]([N:19]2[CH2:18][CH2:17][N:16]([CH3:15])[CH2:21][CH2:20]2)[N:23]=1. Given the reactants Cl.[CH3:2][C:3]1([NH2:9])[CH2:8][CH2:7][CH2:6][CH2:5][CH2:4]1.[C:10](Cl)(Cl)=[O:11].Cl.[CH3:15][N:16]1[CH2:21][CH2:20][N:19]([C:22]2[CH:27]=[C:26]([C:28]3[CH:37]=[C:36]4[C:31]([CH2:32][CH2:33][NH:34][CH2:35]4)=[CH:30][CH:29]=3)[N:25]=[C:24]([NH2:38])[N:23]=2)[CH2:18][CH2:17]1, predict the reaction product.